Dataset: Full USPTO retrosynthesis dataset with 1.9M reactions from patents (1976-2016). Task: Predict the reactants needed to synthesize the given product. (1) Given the product [F:18][C:19]1[CH:27]=[CH:26][CH:25]=[CH:24][C:20]=1[C:21]([C:2]1[C:10]([NH2:12])=[CH:9][C:8]([Br:11])=[CH:7][C:3]=1[C:4]([NH2:6])=[O:5])=[O:22], predict the reactants needed to synthesize it. The reactants are: N[C:2]1[CH:10]=[CH:9][C:8]([Br:11])=[CH:7][C:3]=1[C:4]([NH2:6])=[O:5].[N:12]1C=CC=CC=1.[F:18][C:19]1[CH:27]=[CH:26][CH:25]=[CH:24][C:20]=1[C:21](Cl)=[O:22].Cl. (2) Given the product [CH2:17]([O:10][C:9]([C@H:6]1[CH2:5][CH2:4][C@H:3]([CH2:2][OH:1])[CH2:8][CH2:7]1)=[O:11])[CH3:18], predict the reactants needed to synthesize it. The reactants are: [OH:1][CH2:2][C@H:3]1[CH2:8][CH2:7][C@H:6]([C:9]([OH:11])=[O:10])[CH2:5][CH2:4]1.S(=O)(=O)(O)O.[CH2:17](O)[CH3:18]. (3) Given the product [CH3:1][N:2]1[CH:6]=[N:5][N:4]=[C:3]1[C:7]1[CH:13]=[CH:12][C:10]([NH:11][C:14](=[O:15])[O:16][C:17]([CH3:20])([CH3:19])[CH3:18])=[CH:9][CH:8]=1, predict the reactants needed to synthesize it. The reactants are: [CH3:1][N:2]1[CH:6]=[N:5][N:4]=[C:3]1[C:7]1[CH:13]=[CH:12][C:10]([NH2:11])=[CH:9][CH:8]=1.[C:14](O[C:14]([O:16][C:17]([CH3:20])([CH3:19])[CH3:18])=[O:15])([O:16][C:17]([CH3:20])([CH3:19])[CH3:18])=[O:15].C(=O)([O-])[O-].[Cs+].[Cs+].O. (4) Given the product [O:36]=[C:31]1[CH:32]=[CH:33][CH:34]=[CH:35][N:30]1[CH:27]1[CH2:28][CH2:29][CH:24]([N:1]2[CH2:2][CH:3]([NH:5][C:6](=[O:22])[CH2:7][NH:8][C:9]3[C:17]4[C:12](=[CH:13][CH:14]=[C:15]([C:18]([F:20])([F:19])[F:21])[CH:16]=4)[NH:11][N:10]=3)[CH2:4]2)[CH2:25][CH2:26]1, predict the reactants needed to synthesize it. The reactants are: [NH:1]1[CH2:4][CH:3]([NH:5][C:6](=[O:22])[CH2:7][NH:8][C:9]2[C:17]3[C:12](=[CH:13][CH:14]=[C:15]([C:18]([F:21])([F:20])[F:19])[CH:16]=3)[NH:11][N:10]=2)[CH2:2]1.O=[C:24]1[CH2:29][CH2:28][CH:27]([N:30]2[CH:35]=[CH:34][CH:33]=[CH:32][C:31]2=[O:36])[CH2:26][CH2:25]1. (5) Given the product [NH2:10][C:6]1[C:5]([NH:13][CH3:14])=[C:4]([CH:9]=[CH:8][CH:7]=1)[C:3]([NH:2][CH3:1])=[O:15], predict the reactants needed to synthesize it. The reactants are: [CH3:1][NH:2][C:3](=[O:15])[C:4]1[CH:9]=[CH:8][CH:7]=[C:6]([N+:10]([O-])=O)[C:5]=1[NH:13][CH3:14].[H][H]. (6) Given the product [F:30][C:27]1([F:31])[O:26][C:25]2[CH:24]=[CH:23][CH:22]=[C:21]([C@@:13]34[N:12]=[C:10]([NH2:9])[S:11][CH2:19][C@@H:18]3[CH2:17][CH2:16][O:15][CH2:14]4)[C:29]=2[O:28]1, predict the reactants needed to synthesize it. The reactants are: C([N:9]=[C:10]=[S:11])(=O)C1C=CC=CC=1.[NH2:12][C@:13]1([C:21]2[C:29]3[O:28][C:27]([F:31])([F:30])[O:26][C:25]=3[CH:24]=[CH:23][CH:22]=2)[C@H:18]([CH2:19]O)[CH2:17][CH2:16][O:15][CH2:14]1. (7) Given the product [CH2:1]([O:3][CH2:4][CH2:5][CH2:6][O:7][C:8](=[O:12])[C:9]([Cl:11])=[O:10])[CH3:2], predict the reactants needed to synthesize it. The reactants are: [CH2:1]([O:3][CH2:4][CH2:5][CH2:6][OH:7])[CH3:2].[C:8](Cl)(=[O:12])[C:9]([Cl:11])=[O:10].